Dataset: Full USPTO retrosynthesis dataset with 1.9M reactions from patents (1976-2016). Task: Predict the reactants needed to synthesize the given product. (1) Given the product [NH2:1][C:4]1[CH:5]=[C:6]([CH2:12][OH:13])[CH:7]=[C:8]([CH2:10][OH:11])[CH:9]=1, predict the reactants needed to synthesize it. The reactants are: [N+:1]([C:4]1[CH:5]=[C:6]([CH2:12][OH:13])[CH:7]=[C:8]([CH2:10][OH:11])[CH:9]=1)([O-])=O.[H][H]. (2) The reactants are: O=C1C2C(=CC=CC=2)C(=O)[N:3]1[C:12]1[CH:17]=[CH:16][C:15]([N:18]2[CH2:23][CH2:22][N:21]([C:24]([O:26][C:27]([CH3:30])([CH3:29])[CH3:28])=[O:25])[CH2:20][CH2:19]2)=[CH:14][C:13]=1[N+:31]([O-:33])=[O:32].NN.CCOC(C)=O.O. Given the product [NH2:3][C:12]1[CH:17]=[CH:16][C:15]([N:18]2[CH2:19][CH2:20][N:21]([C:24]([O:26][C:27]([CH3:30])([CH3:28])[CH3:29])=[O:25])[CH2:22][CH2:23]2)=[CH:14][C:13]=1[N+:31]([O-:33])=[O:32], predict the reactants needed to synthesize it. (3) Given the product [C:26]([C:28]1[CH:29]=[CH:30][C:31]([NH:34][C:35](=[O:36])[NH:1][C:2]2[CH:3]=[CH:4][C:5]([C:8]3[CH:16]=[C:15]4[C:11]([CH2:12][N:13]([C@@H:18]([CH:23]([CH3:25])[CH3:24])[C:19]([O:21][CH3:22])=[O:20])[C:14]4=[O:17])=[CH:10][CH:9]=3)=[CH:6][CH:7]=2)=[CH:32][CH:33]=1)#[N:27], predict the reactants needed to synthesize it. The reactants are: [NH2:1][C:2]1[CH:7]=[CH:6][C:5]([C:8]2[CH:16]=[C:15]3[C:11]([CH2:12][N:13]([C@@H:18]([CH:23]([CH3:25])[CH3:24])[C:19]([O:21][CH3:22])=[O:20])[C:14]3=[O:17])=[CH:10][CH:9]=2)=[CH:4][CH:3]=1.[C:26]([C:28]1[CH:33]=[CH:32][C:31]([N:34]=[C:35]=[O:36])=[CH:30][CH:29]=1)#[N:27]. (4) Given the product [CH2:1]([O:5][C:6]1[C:18]([O:19][CH3:20])=[CH:17][CH:16]=[CH:15][C:7]=1[CH2:8][N:9]([CH3:14])[C:10](=[O:13])/[CH:11]=[CH:12]/[C:31]1[CH:42]=[N:41][C:34]2[NH:35][C:36](=[O:40])[CH2:37][NH:38][CH2:39][C:33]=2[CH:32]=1)[CH:2]([CH3:3])[CH3:4], predict the reactants needed to synthesize it. The reactants are: [CH2:1]([O:5][C:6]1[C:18]([O:19][CH3:20])=[CH:17][CH:16]=[CH:15][C:7]=1[CH2:8][N:9]([CH3:14])[C:10](=[O:13])[CH:11]=[CH2:12])[CH:2]([CH3:4])[CH3:3].C(N(C(C)C)CC)(C)C.Br[C:31]1[CH:42]=[N:41][C:34]2[NH:35][C:36](=[O:40])[CH2:37][NH:38][CH2:39][C:33]=2[CH:32]=1.CC1C=CC=CC=1P(C1C=CC=CC=1C)C1C=CC=CC=1C. (5) Given the product [NH2:8][CH2:12][CH2:11][CH:10]1[CH2:17][CH2:16][CH2:15][N:14]([C:18]2[CH:23]=[C:22]([CH2:24][C:52](=[O:53])[NH2:50])[CH:21]=[CH:20][C:19]=2[NH:26][C:37]([C:35]2[N:36]=[C:32]([C:28]3[S:27][CH:31]=[CH:30][CH:29]=3)[S:33][CH:34]=2)=[O:39])[CH2:13]1, predict the reactants needed to synthesize it. The reactants are: C(OC([N:8]1[CH2:12][CH2:11][C:10]2([CH2:17][CH2:16][CH2:15][N:14]([C:18]3[CH:23]=[C:22]([C:24]#N)[CH:21]=[CH:20][C:19]=3[NH2:26])[CH2:13]2)C1)=O)(C)(C)C.[S:27]1[CH:31]=[CH:30][CH:29]=[C:28]1[C:32]1[S:33][CH:34]=[C:35]([C:37]([OH:39])=O)[N:36]=1.C(N(CC)C(C)C)(C)C.C[N:50]([CH:52]=[O:53])C. (6) Given the product [CH:1]([N:4]1[C:9](=[O:10])[CH:8]([CH2:16][C:17](=[O:18])[C:19]2[CH:24]=[CH:23][CH:22]=[CH:21][CH:20]=2)[C:7](=[O:11])[NH:6][C:5]1=[O:12])([CH3:3])[CH3:2], predict the reactants needed to synthesize it. The reactants are: [CH:1]([N:4]1[C:9](=[O:10])[CH2:8][C:7](=[O:11])[NH:6][C:5]1=[O:12])([CH3:3])[CH3:2].[H-].[Na+].Br[CH2:16][C:17]([C:19]1[CH:24]=[CH:23][CH:22]=[CH:21][CH:20]=1)=[O:18]. (7) Given the product [Cl:1][C:2]1[CH:3]=[C:4]([NH:18][C:19]2[CH:27]=[CH:26][C:22]([C:23]([NH:44][S:41]([CH3:40])(=[O:43])=[O:42])=[O:24])=[CH:21][CH:20]=2)[CH:5]=[N:6][C:7]=1[O:8][CH:9]([C:10]([F:11])([F:13])[F:12])[C:14]([F:17])([F:16])[F:15], predict the reactants needed to synthesize it. The reactants are: [Cl:1][C:2]1[CH:3]=[C:4]([NH:18][C:19]2[CH:27]=[CH:26][C:22]([C:23](O)=[O:24])=[CH:21][CH:20]=2)[CH:5]=[N:6][C:7]=1[O:8][CH:9]([C:14]([F:17])([F:16])[F:15])[C:10]([F:13])([F:12])[F:11].CCN=C=NCCCN(C)C.Cl.[CH3:40][S:41]([NH2:44])(=[O:43])=[O:42]. (8) Given the product [CH2:1]([C:5]1[S:19][C:8]2[O:9][C:10]3[CH:18]=[CH:17][CH:16]=[CH:15][C:11]=3[NH:12][C:13](=[O:14])[C:7]=2[CH:6]=1)[CH2:2][CH3:3], predict the reactants needed to synthesize it. The reactants are: [C:1]([C:5]1[S:19][C:8]2[O:9][C:10]3[CH:18]=[CH:17][CH:16]=[CH:15][C:11]=3[NH:12][C:13](=[O:14])[C:7]=2[CH:6]=1)(=O)[CH2:2][CH3:3].C([SiH](CC)CC)C. (9) Given the product [Cl:1][C:2]1[CH:3]=[N:4][C:5]2[N:6]([N:8]=[C:9]([C:11]([N:20]3[CH2:19][CH2:18][N:17]4[C:21]([C:24]5[CH:25]=[N:26][CH:27]=[CH:28][CH:29]=5)=[N:22][N:23]=[C:16]4[CH:15]3[CH3:14])=[O:13])[CH:10]=2)[CH:7]=1, predict the reactants needed to synthesize it. The reactants are: [Cl:1][C:2]1[CH:3]=[N:4][C:5]2[N:6]([N:8]=[C:9]([C:11]([OH:13])=O)[CH:10]=2)[CH:7]=1.[CH3:14][CH:15]1[NH:20][CH2:19][CH2:18][N:17]2[C:21]([C:24]3[CH:25]=[N:26][CH:27]=[CH:28][CH:29]=3)=[N:22][N:23]=[C:16]12.